Dataset: Forward reaction prediction with 1.9M reactions from USPTO patents (1976-2016). Task: Predict the product of the given reaction. (1) Given the reactants [C:1]([C:4]1[C:5]([NH:13][C:14]2[CH:19]=[CH:18][C:17]([CH:20]3[CH2:25][CH2:24][N:23]([C:26]([O:28][C:29]([CH3:32])([CH3:31])[CH3:30])=[O:27])[CH2:22][CH2:21]3)=[CH:16][C:15]=2[Cl:33])=[N:6][C:7]([S:11][CH3:12])=[N:8][C:9]=1Cl)(=[O:3])[NH2:2].[NH3:34], predict the reaction product. The product is: [NH2:34][C:9]1[N:8]=[C:7]([S:11][CH3:12])[N:6]=[C:5]([NH:13][C:14]2[CH:19]=[CH:18][C:17]([CH:20]3[CH2:21][CH2:22][N:23]([C:26]([O:28][C:29]([CH3:32])([CH3:30])[CH3:31])=[O:27])[CH2:24][CH2:25]3)=[CH:16][C:15]=2[Cl:33])[C:4]=1[C:1](=[O:3])[NH2:2]. (2) Given the reactants FC(F)(F)[C:3]1[CH:4]=[C:5]([CH:19]=[CH:20][CH:21]=1)[CH2:6][O:7][N:8]1C(=O)C2=CC=CC=C2C1=O.O.NN.[Cl:27][CH2:28]Cl.[CH2:30](O)[CH3:31], predict the reaction product. The product is: [ClH:27].[CH:30]([C:21]1[CH:3]=[CH:4][C:5]([CH2:6][O:7][NH2:8])=[CH:19][CH:20]=1)([CH3:31])[CH3:28]. (3) Given the reactants Cl[C:2]1[CH:7]=[CH:6][N:5]=[C:4]2[CH:8]=[C:9]([C:11]([N:13]([CH2:15][CH2:16][CH2:17][N:18]([CH3:20])[CH3:19])[CH3:14])=[O:12])[S:10][C:3]=12.[OH:21][C:22]1[CH:30]=[C:29]2[C:25]([C:26]([C:33]([NH:35][CH3:36])=[O:34])=[C:27]([CH3:32])[N:28]2[CH3:31])=[CH:24][CH:23]=1.C([O-])([O-])=O.[Cs+].[Cs+], predict the reaction product. The product is: [CH3:19][N:18]([CH3:20])[CH2:17][CH2:16][CH2:15][N:13]([CH3:14])[C:11]([C:9]1[S:10][C:3]2[C:4](=[N:5][CH:6]=[CH:7][C:2]=2[O:21][C:22]2[CH:30]=[C:29]3[C:25]([C:26]([C:33]([NH:35][CH3:36])=[O:34])=[C:27]([CH3:32])[N:28]3[CH3:31])=[CH:24][CH:23]=2)[CH:8]=1)=[O:12]. (4) Given the reactants [NH2:1][C@H:2]1[CH2:7][CH2:6][CH2:5][CH2:4][C@H:3]1[NH:8][C:9]1[N:10]=[C:11]([NH:20][C:21]2[CH:26]=[CH:25][C:24]([N:27]3[CH2:32][CH2:31][CH:30]([N:33]4[CH2:38][CH2:37][N:36]([CH3:39])[CH2:35][CH2:34]4)[CH2:29][CH2:28]3)=[CH:23][CH:22]=2)[C:12]([C:17]([NH2:19])=[O:18])=[N:13][C:14]=1[CH2:15][CH3:16].N1(CO)C2C=CC=C[C:43]=2N=N1.C([O-])(=O)C.[Na+].C(O[BH-](OC(=O)C)OC(=O)C)(=O)C.[Na+], predict the reaction product. The product is: [CH2:15]([C:14]1[N:13]=[C:12]([C:17]([NH2:19])=[O:18])[C:11]([NH:20][C:21]2[CH:22]=[CH:23][C:24]([N:27]3[CH2:28][CH2:29][CH:30]([N:33]4[CH2:38][CH2:37][N:36]([CH3:39])[CH2:35][CH2:34]4)[CH2:31][CH2:32]3)=[CH:25][CH:26]=2)=[N:10][C:9]=1[NH:8][C@@H:3]1[CH2:4][CH2:5][CH2:6][CH2:7][C@@H:2]1[NH:1][CH3:43])[CH3:16]. (5) The product is: [ClH:42].[C:1]([C:3]1[CH:4]=[C:5]2[C:9](=[CH:10][CH:11]=1)[NH:8][CH:7]=[C:6]2[CH2:12][CH2:13][CH2:14][CH2:15][N:16]1[CH2:17][CH2:18][N:19]([C:22]2[CH:23]=[CH:24][C:25]3[O:29][C:28]([C:30](=[O:32])[NH2:31])=[CH:27][C:26]=3[CH:33]=2)[CH2:20][CH2:21]1)#[N:2].[CH2:34]([OH:41])[C:35]1[CH:40]=[CH:39][CH:38]=[CH:37][CH:36]=1. Given the reactants [C:1]([C:3]1[CH:4]=[C:5]2[C:9](=[CH:10][CH:11]=1)[NH:8][CH:7]=[C:6]2[CH2:12][CH2:13][CH2:14][CH2:15][N:16]1[CH2:21][CH2:20][N:19]([C:22]2[CH:23]=[CH:24][C:25]3[O:29][C:28]([C:30](=[O:32])[NH2:31])=[CH:27][C:26]=3[CH:33]=2)[CH2:18][CH2:17]1)#[N:2].[CH2:34]([OH:41])[C:35]1[CH:40]=[CH:39][CH:38]=[CH:37][CH:36]=1.[ClH:42].C(O)(C)C, predict the reaction product. (6) Given the reactants Br[C:2]1[CH:3]=[C:4]2[C:10]([CH3:11])=[CH:9][NH:8][C:5]2=[N:6][CH:7]=1.C([O-])(=O)C.[K+].[CH3:17][C:18]1([CH3:34])[C:22]([CH3:24])([CH3:23])[O:21][B:20]([B:20]2[O:21][C:22]([CH3:24])([CH3:23])[C:18]([CH3:34])([CH3:17])[O:19]2)[O:19]1, predict the reaction product. The product is: [CH3:11][C:10]1[C:4]2[C:5](=[N:6][CH:7]=[C:2]([B:20]3[O:21][C:22]([CH3:24])([CH3:23])[C:18]([CH3:34])([CH3:17])[O:19]3)[CH:3]=2)[NH:8][CH:9]=1. (7) The product is: [Br:1][C:2]1[CH:7]=[CH:6][C:5]([S:8]([NH:20][CH:16]2[CH2:19][CH2:18][CH2:17]2)(=[O:10])=[O:9])=[C:4]([C:12]([F:15])([F:14])[F:13])[CH:3]=1. Given the reactants [Br:1][C:2]1[CH:7]=[CH:6][C:5]([S:8](Cl)(=[O:10])=[O:9])=[C:4]([C:12]([F:15])([F:14])[F:13])[CH:3]=1.[CH:16]1([NH2:20])[CH2:19][CH2:18][CH2:17]1, predict the reaction product.